This data is from Reaction yield outcomes from USPTO patents with 853,638 reactions. The task is: Predict the reaction yield, written as a fraction of the theoretical maximum amount of product (1.0 means a 100% yield; for example, 0.34 means a 34% yield). (1) The reactants are Cl[C:2]1[CH:7]=[CH:6][N:5]=[C:4]([NH:8][C:9]2[CH:10]=[C:11]([C:34]#[N:35])[C:12]([N:18]3[CH2:23][CH2:22][N:21]([C:24]([O:26][C:27]([CH3:30])([CH3:29])[CH3:28])=[O:25])[C@H:20]([CH:31]([CH3:33])[CH3:32])[CH2:19]3)=[N:13][C:14]=2[CH:15]2[CH2:17][CH2:16]2)[CH:3]=1.[K].[CH:37]([B-](F)(F)F)=[CH2:38].[H+].CCN(C(C)C)C(C)C. The catalyst is C(O)(C)C.O.C1C=CC(P(C2C=CC=CC=2)[C-]2C=CC=C2)=CC=1.C1C=CC(P(C2C=CC=CC=2)[C-]2C=CC=C2)=CC=1.Cl[Pd]Cl.[Fe+2]. The product is [C:34]([C:11]1[C:12]([N:18]2[CH2:23][CH2:22][N:21]([C:24]([O:26][C:27]([CH3:30])([CH3:29])[CH3:28])=[O:25])[C@H:20]([CH:31]([CH3:33])[CH3:32])[CH2:19]2)=[N:13][C:14]([CH:15]2[CH2:17][CH2:16]2)=[C:9]([NH:8][C:4]2[CH:3]=[C:2]([CH:37]=[CH2:38])[CH:7]=[CH:6][N:5]=2)[CH:10]=1)#[N:35]. The yield is 0.870. (2) The reactants are [CH3:1][C:2]1[N:40]=[C:5]2[N:6]([C@H:29]3[CH2:34][CH2:33][C@H:32]([O:35][CH2:36][C:37](=[O:39])[CH3:38])[CH2:31][CH2:30]3)[C:7](=[O:28])[C:8]([CH2:13][C:14]3[CH:19]=[CH:18][C:17]([C:20]4[C:21]([C:26]#[N:27])=[CH:22][CH:23]=[CH:24][CH:25]=4)=[CH:16][CH:15]=3)=[C:9]([CH2:10][CH2:11][CH3:12])[N:4]2[N:3]=1.C(N(C(C)C)CC)(C)C.FC(F)(F)S(O[Si:56]([C:59]([CH3:62])([CH3:61])[CH3:60])([CH3:58])[CH3:57])(=O)=O. The catalyst is C(Cl)Cl.C(OCC)(=O)C. The product is [Si:56]([O:39][C:37](=[CH2:38])[CH2:36][O:35][C@H:32]1[CH2:31][CH2:30][C@H:29]([N:6]2[C:7](=[O:28])[C:8]([CH2:13][C:14]3[CH:15]=[CH:16][C:17]([C:20]4[C:21]([C:26]#[N:27])=[CH:22][CH:23]=[CH:24][CH:25]=4)=[CH:18][CH:19]=3)=[C:9]([CH2:10][CH2:11][CH3:12])[N:4]3[N:3]=[C:2]([CH3:1])[N:40]=[C:5]23)[CH2:34][CH2:33]1)([C:59]([CH3:62])([CH3:61])[CH3:60])([CH3:58])[CH3:57]. The yield is 0.720.